From a dataset of Reaction yield outcomes from USPTO patents with 853,638 reactions. Predict the reaction yield, written as a fraction of the theoretical maximum amount of product (1.0 means a 100% yield; for example, 0.34 means a 34% yield). (1) The reactants are [C:1]([O:5][C:6](=[O:41])[NH:7][CH:8]([C:14]1[CH:19]=[CH:18][C:17]([O:20][C:21]2[CH:26]=[CH:25][C:24]([CH2:27][CH2:28][C:29](=[O:40])[NH:30][O:31]C(=O)C3C=CC=CC=3)=[CH:23][CH:22]=2)=[CH:16][CH:15]=1)[C:9](=[O:13])[N:10]([CH3:12])[CH3:11])([CH3:4])([CH3:3])[CH3:2].[H][H]. The catalyst is CO.[Pd]. The product is [C:1]([O:5][C:6](=[O:41])[NH:7][CH:8]([C:9](=[O:13])[N:10]([CH3:12])[CH3:11])[C:14]1[CH:15]=[CH:16][C:17]([O:20][C:21]2[CH:26]=[CH:25][C:24]([CH2:27][CH2:28][C:29](=[O:40])[NH:30][OH:31])=[CH:23][CH:22]=2)=[CH:18][CH:19]=1)([CH3:2])([CH3:4])[CH3:3]. The yield is 0.900. (2) The reactants are CS(O[C:6]1[N:7]=[C:8]([S:20][CH3:21])[N:9]=[N:10][C:11]=1[C:12]1[CH:17]=[C:16]([Cl:18])[CH:15]=[C:14]([Cl:19])[CH:13]=1)(=O)=O.C([O-])([O-])=O.[K+].[K+].[CH3:28][CH:29]1[CH2:34][CH2:33][CH2:32][NH:31][CH2:30]1.O. The catalyst is O1CCOCC1. The product is [Cl:19][C:14]1[CH:13]=[C:12]([C:11]2[N:10]=[N:9][C:8]([S:20][CH3:21])=[N:7][C:6]=2[N:31]2[CH2:32][CH2:33][CH2:34][CH:29]([CH3:28])[CH2:30]2)[CH:17]=[C:16]([Cl:18])[CH:15]=1. The yield is 0.400. (3) The reactants are FC(F)(F)S(O[C:7]1[CH:12]=[CH:11][C:10]([CH2:13][O:14][C:15]2([CH3:18])[CH2:17][CH2:16]2)=[C:9]([CH:19]([CH3:21])[CH3:20])[CH:8]=1)(=O)=O.[CH3:24][Si:25]([C:28]#[CH:29])([CH3:27])[CH3:26]. The catalyst is C(N(CC)CC)C.CN(C=O)C.Cl[Pd](Cl)([P](C1C=CC=CC=1)(C1C=CC=CC=1)C1C=CC=CC=1)[P](C1C=CC=CC=1)(C1C=CC=CC=1)C1C=CC=CC=1. The product is [CH:19]([C:9]1[CH:8]=[C:7]([C:29]#[C:28][Si:25]([CH3:27])([CH3:26])[CH3:24])[CH:12]=[CH:11][C:10]=1[CH2:13][O:14][C:15]1([CH3:18])[CH2:17][CH2:16]1)([CH3:21])[CH3:20]. The yield is 0.990. (4) The reactants are [CH:1]1([O:6][C:7]2[CH:8]=[C:9]([CH:30]=[CH:31][C:32]=2[O:33][CH3:34])[N:10]([C:18]2[CH:23]=[CH:22][C:21]([N+:24]([O-])=O)=[C:20]([C:27]([OH:29])=[O:28])[CH:19]=2)[CH2:11][C:12]2[CH:13]=[N:14][CH:15]=[CH:16][CH:17]=2)[CH2:5][CH2:4][CH2:3][CH2:2]1.[C:35](OC(=O)C)(=[O:37])[CH3:36]. The catalyst is CCOC(C)=O.O=[Pt]=O. The product is [CH:1]1([O:6][C:7]2[CH:8]=[C:9]([CH:30]=[CH:31][C:32]=2[O:33][CH3:34])[N:10]([C:18]2[CH:23]=[CH:22][C:21]([NH:24][C:35](=[O:37])[CH3:36])=[C:20]([C:27]([OH:29])=[O:28])[CH:19]=2)[CH2:11][C:12]2[CH:13]=[N:14][CH:15]=[CH:16][CH:17]=2)[CH2:5][CH2:4][CH2:3][CH2:2]1. The yield is 0.510.